From a dataset of Forward reaction prediction with 1.9M reactions from USPTO patents (1976-2016). Predict the product of the given reaction. (1) The product is: [CH2:11]([N:6]1[C:2]([CH3:8])([CH3:1])[CH2:3][CH2:4][C:5]1=[O:7])[C:12]1[CH:17]=[CH:16][CH:15]=[CH:14][CH:13]=1. Given the reactants [CH3:1][C:2]1([CH3:8])[NH:6][C:5](=[O:7])[CH2:4][CH2:3]1.[H-].[Na+].[CH2:11](Br)[C:12]1[CH:17]=[CH:16][CH:15]=[CH:14][CH:13]=1.C(OCC)(=O)C.CCCCCC, predict the reaction product. (2) Given the reactants [CH3:1][O:2][C:3]1[CH:8]=[CH:7][N:6]2[N:9]=[C:10]([C:17]3[CH:22]=[CH:21][CH:20]=[CH:19][CH:18]=3)[C:11](C(OCC)=O)=[C:5]2[CH:4]=1.[OH-].[Na+], predict the reaction product. The product is: [CH3:1][O:2][C:3]1[CH:8]=[CH:7][N:6]2[N:9]=[C:10]([C:17]3[CH:18]=[CH:19][CH:20]=[CH:21][CH:22]=3)[CH:11]=[C:5]2[CH:4]=1.